From a dataset of Full USPTO retrosynthesis dataset with 1.9M reactions from patents (1976-2016). Predict the reactants needed to synthesize the given product. The reactants are: [F:1][C:2]([F:24])([F:23])[C:3]1[CH:4]=[C:5]([CH:16]=[C:17]([C:19]([F:22])([F:21])[F:20])[CH:18]=1)[C:6]([N:8]1[CH2:14][CH2:13][C:12](=[O:15])[NH:11][CH2:10][CH2:9]1)=[O:7].[Cl:25][C:26]1[CH:31]=[CH:30][C:29](I)=[CH:28][CH:27]=1.C(=O)([O-])[O-].[Cs+].[Cs+].CN(C)CCN. Given the product [F:24][C:2]([F:1])([F:23])[C:3]1[CH:4]=[C:5]([CH:16]=[C:17]([C:19]([F:20])([F:21])[F:22])[CH:18]=1)[C:6]([N:8]1[CH2:14][CH2:13][C:12](=[O:15])[N:11]([C:29]2[CH:30]=[CH:31][C:26]([Cl:25])=[CH:27][CH:28]=2)[CH2:10][CH2:9]1)=[O:7], predict the reactants needed to synthesize it.